From a dataset of Forward reaction prediction with 1.9M reactions from USPTO patents (1976-2016). Predict the product of the given reaction. (1) Given the reactants [NH:1]1[C:9]2[C:4](=[CH:5][C:6]([C:10]([O:12][CH3:13])=[O:11])=[CH:7][CH:8]=2)[CH:3]=[CH:2]1.[OH-].[K+].[C:16]1([S:22](Cl)(=[O:24])=[O:23])[CH:21]=[CH:20][CH:19]=[CH:18][CH:17]=1, predict the reaction product. The product is: [CH3:13][O:12][C:10]([C:6]1[CH:5]=[C:4]2[C:9](=[CH:8][CH:7]=1)[N:1]([S:22]([C:16]1[CH:21]=[CH:20][CH:19]=[CH:18][CH:17]=1)(=[O:24])=[O:23])[CH:2]=[CH:3]2)=[O:11]. (2) Given the reactants N12CCC(CC1)CN2.[CH:9](=[O:16])[C:10]1[CH:15]=[CH:14][CH:13]=[CH:12][CH:11]=1.[C:17]([O:21][CH3:22])(=[O:20])[CH:18]=[CH2:19], predict the reaction product. The product is: [OH:16][CH:9]([C:10]1[CH:15]=[CH:14][CH:13]=[CH:12][CH:11]=1)[C:18](=[CH2:19])[C:17]([O:21][CH3:22])=[O:20]. (3) Given the reactants [CH2:1]([O:3][C:4](=[O:23])[C@@H:5]([O:21][CH3:22])[CH2:6][C:7]1[CH:12]=[CH:11][C:10](OS(C(F)(F)F)(=O)=O)=[CH:9][CH:8]=1)[CH3:2].C(=O)([O-])[O-].[Na+].[Na+].[OH:30][CH2:31][C:32]1[CH:37]=[CH:36][C:35](B(O)O)=[CH:34][CH:33]=1, predict the reaction product. The product is: [CH2:1]([O:3][C:4](=[O:23])[C@@H:5]([O:21][CH3:22])[CH2:6][C:7]1[CH:12]=[CH:11][C:10]([C:35]2[CH:36]=[CH:37][C:32]([CH2:31][OH:30])=[CH:33][CH:34]=2)=[CH:9][CH:8]=1)[CH3:2]. (4) Given the reactants [H-].[Na+].[CH2:3]([O:10][C:11]1[CH:16]=[CH:15][C:14]([OH:17])=[CH:13][CH:12]=1)[C:4]1[CH:9]=[CH:8][CH:7]=[CH:6][CH:5]=1.[Cl:18][C:19]1[CH:24]=[C:23](Cl)[CH:22]=[CH:21][N:20]=1, predict the reaction product. The product is: [CH2:3]([O:10][C:11]1[CH:12]=[CH:13][C:14]([O:17][C:23]2[CH:22]=[CH:21][N:20]=[C:19]([Cl:18])[CH:24]=2)=[CH:15][CH:16]=1)[C:4]1[CH:5]=[CH:6][CH:7]=[CH:8][CH:9]=1. (5) The product is: [CH3:46][N:44]([CH2:43][C:40]1[CH:41]=[CH:42][C:37]([C:33]2[CH:34]=[CH:35][CH:36]=[C:31]([N:21]3[C:22]4[N:29]=[CH:28][C:27]([F:30])=[CH:26][C:23]=4[C:24](=[O:25])[N:19]([C@H:16]4[CH2:17][CH2:18][C@@H:13]([NH:12][CH2:10][C:2]5[N:1]=[C:5]6[CH:6]=[CH:7][CH:8]=[CH:9][N:4]6[CH:3]=5)[CH2:14][CH2:15]4)[C:20]3=[O:47])[CH:32]=2)=[CH:38][CH:39]=1)[CH3:45]. Given the reactants [N:1]1[C:2]([CH:10]=O)=[CH:3][N:4]2[CH:9]=[CH:8][CH:7]=[CH:6][C:5]=12.[NH2:12][C@@H:13]1[CH2:18][CH2:17][C@H:16]([N:19]2[C:24](=[O:25])[C:23]3[CH:26]=[C:27]([F:30])[CH:28]=[N:29][C:22]=3[N:21]([C:31]3[CH:32]=[C:33]([C:37]4[CH:42]=[CH:41][C:40]([CH2:43][N:44]([CH3:46])[CH3:45])=[CH:39][CH:38]=4)[CH:34]=[CH:35][CH:36]=3)[C:20]2=[O:47])[CH2:15][CH2:14]1.C(O[BH-](OC(=O)C)OC(=O)C)(=O)C.[Na+], predict the reaction product. (6) Given the reactants C([O:3][C:4](=[O:26])[C:5]([CH3:25])([O:14][C:15]1[CH:20]=[CH:19][C:18]([C:21]([F:24])([F:23])[F:22])=[CH:17][CH:16]=1)[CH2:6][C:7]1[CH:12]=[CH:11][C:10]([OH:13])=[CH:9][CH:8]=1)C.[CH3:27][C:28]1[O:32][C:31]([C:33]2([CH3:39])[CH2:38][CH2:37][CH2:36][CH2:35][CH2:34]2)=[N:30][C:29]=1[CH2:40][CH2:41]OS(C1C=CC(C)=CC=1)(=O)=O, predict the reaction product. The product is: [CH3:25][C:5]([O:14][C:15]1[CH:20]=[CH:19][C:18]([C:21]([F:23])([F:24])[F:22])=[CH:17][CH:16]=1)([CH2:6][C:7]1[CH:12]=[CH:11][C:10]([O:13][CH2:41][CH2:40][C:29]2[N:30]=[C:31]([C:33]3([CH3:39])[CH2:38][CH2:37][CH2:36][CH2:35][CH2:34]3)[O:32][C:28]=2[CH3:27])=[CH:9][CH:8]=1)[C:4]([OH:3])=[O:26]. (7) Given the reactants [CH:1]1([NH:4][C:5]([C:7]2[N:8]=[N:9][N:10]([C:13]3[CH:18]=[CH:17][C:16]([C:19]([NH:21][CH2:22][CH3:23])=[O:20])=[CH:15][C:14]=3[OH:24])[C:11]=2[CH3:12])=[O:6])[CH2:3][CH2:2]1.Br[CH2:26][CH2:27][CH2:28][CH2:29][CH2:30][F:31].C(=O)([O-])[O-].[K+].[K+].O, predict the reaction product. The product is: [CH:1]1([NH:4][C:5]([C:7]2[N:8]=[N:9][N:10]([C:13]3[CH:18]=[CH:17][C:16]([C:19]([NH:21][CH2:22][CH3:23])=[O:20])=[CH:15][C:14]=3[O:24][CH2:26][CH2:27][CH2:28][CH2:29][CH2:30][F:31])[C:11]=2[CH3:12])=[O:6])[CH2:3][CH2:2]1.